Dataset: Full USPTO retrosynthesis dataset with 1.9M reactions from patents (1976-2016). Task: Predict the reactants needed to synthesize the given product. (1) Given the product [Cl:1][C:2]1[CH:3]=[C:4]([CH:7]=[C:8]([O:12][CH3:11])[CH:9]=1)[C:5]#[N:6], predict the reactants needed to synthesize it. The reactants are: [Cl:1][C:2]1[CH:3]=[C:4]([CH:7]=[C:8](Cl)[CH:9]=1)[C:5]#[N:6].[CH3:11][O-:12].[Na+]. (2) Given the product [N:21]1[CH:22]=[CH:23][CH:24]=[N:25][C:20]=1[NH:19][CH2:2][CH2:3][CH2:4][N:5]1[C:13]2[C:8](=[CH:9][C:10]([C:14]([O:16][CH2:17][CH3:18])=[O:15])=[CH:11][CH:12]=2)[CH:7]=[N:6]1, predict the reactants needed to synthesize it. The reactants are: O=[CH:2][CH2:3][CH2:4][N:5]1[C:13]2[C:8](=[CH:9][C:10]([C:14]([O:16][CH2:17][CH3:18])=[O:15])=[CH:11][CH:12]=2)[CH:7]=[N:6]1.[NH2:19][C:20]1[N:25]=[CH:24][CH:23]=[CH:22][N:21]=1.S([O-])([O-])(=O)=O.[Mg+2].C(O[BH-](OC(=O)C)OC(=O)C)(=O)C.[Na+].C(=O)(O)[O-].[Na+]. (3) Given the product [Cl:1][C:2]1[CH:3]=[C:4]([C:9]2[CH:13]=[CH:12][N:11]([CH2:14][CH:15]([OH:16])[CH2:17][N:28]3[CH2:29][CH2:30][N:25]([C:20]4[CH:21]=[CH:22][CH:23]=[CH:24][C:19]=4[CH3:18])[CH2:26][CH2:27]3)[N:10]=2)[CH:5]=[CH:6][C:7]=1[Cl:8], predict the reactants needed to synthesize it. The reactants are: [Cl:1][C:2]1[CH:3]=[C:4]([C:9]2[CH:13]=[CH:12][N:11]([CH2:14][CH:15]3[CH2:17][O:16]3)[N:10]=2)[CH:5]=[CH:6][C:7]=1[Cl:8].[CH3:18][C:19]1[CH:24]=[CH:23][CH:22]=[CH:21][C:20]=1[N:25]1[CH2:30][CH2:29][NH:28][CH2:27][CH2:26]1. (4) Given the product [NH2:31][C:27]1([C:24]2[CH:25]=[CH:26][C:21]([C:11]3[C:10](=[O:38])[C:9]4[CH:8]=[CH:7][N:6]5[C:2](=[O:1])[NH:3][N:4]=[C:5]5[C:14]=4[O:13][C:12]=3[C:15]3[CH:20]=[CH:19][CH:18]=[CH:17][CH:16]=3)=[CH:22][CH:23]=2)[CH2:30][O:29][CH2:28]1, predict the reactants needed to synthesize it. The reactants are: [O:1]=[C:2]1[N:6]2[CH:7]=[CH:8][C:9]3[C:10](=[O:38])[C:11]([C:21]4[CH:26]=[CH:25][C:24]([C:27]5([NH:31]S(C(C)(C)C)=O)[CH2:30][O:29][CH2:28]5)=[CH:23][CH:22]=4)=[C:12]([C:15]4[CH:20]=[CH:19][CH:18]=[CH:17][CH:16]=4)[O:13][C:14]=3[C:5]2=[N:4][N:3]1COCC[Si](C)(C)C.Cl.O1CCOCC1. (5) Given the product [Br:1][C:2]1[N:7]=[C:6]([Cl:8])[C:5]([O:9][CH2:11][CH2:12][OH:13])=[CH:4][CH:3]=1, predict the reactants needed to synthesize it. The reactants are: [Br:1][C:2]1[N:7]=[C:6]([Cl:8])[C:5]([OH:9])=[CH:4][CH:3]=1.Br[CH2:11][CH2:12][OH:13]. (6) The reactants are: [Br:1][C:2]1[CH:3]=[C:4]([C:17]([F:20])([F:19])[F:18])[C:5]2[N:6]([C:8]([N+:14]([O-:16])=[O:15])=[C:9]([C:11]([OH:13])=O)[N:10]=2)[CH:7]=1.[S:21]1[CH:25]=[CH:24][CH:23]=[C:22]1[CH2:26][NH2:27].CN(C(ON1N=NC2C=CC=NC1=2)=[N+](C)C)C.F[P-](F)(F)(F)(F)F.C(N(C(C)C)CC)(C)C. Given the product [S:21]1[CH:25]=[CH:24][CH:23]=[C:22]1[CH2:26][NH:27][C:11]([C:9]1[N:10]=[C:5]2[C:4]([C:17]([F:20])([F:19])[F:18])=[CH:3][C:2]([Br:1])=[CH:7][N:6]2[C:8]=1[N+:14]([O-:16])=[O:15])=[O:13], predict the reactants needed to synthesize it.